From a dataset of Full USPTO retrosynthesis dataset with 1.9M reactions from patents (1976-2016). Predict the reactants needed to synthesize the given product. Given the product [C:12]([O:16][C:17]([N:19]1[CH2:22][C:21]2([CH2:26][CH2:25][N:24]([C:2]3[CH:7]=[CH:6][C:5]([NH2:8])=[CH:4][C:3]=3[F:11])[CH2:23]2)[CH2:20]1)=[O:18])([CH3:15])([CH3:13])[CH3:14], predict the reactants needed to synthesize it. The reactants are: F[C:2]1[CH:7]=[CH:6][C:5]([N+:8]([O-])=O)=[CH:4][C:3]=1[F:11].[C:12]([O:16][C:17]([N:19]1[CH2:22][C:21]2([CH2:26][CH2:25][NH:24][CH2:23]2)[CH2:20]1)=[O:18])([CH3:15])([CH3:14])[CH3:13].